From a dataset of Full USPTO retrosynthesis dataset with 1.9M reactions from patents (1976-2016). Predict the reactants needed to synthesize the given product. (1) Given the product [CH3:1][CH2:2][C@H:3]([C@H:11]([CH2:13][N:14]([CH3:16])[CH3:15])[CH3:12])[C:4]1[CH:5]=[CH:6][CH:7]=[C:8]([OH:10])[CH:9]=1, predict the reactants needed to synthesize it. The reactants are: [CH3:1][CH2:2][C@H:3]([C@H:11]([CH2:13][N:14]([CH3:16])[CH3:15])[CH3:12])[C:4]1[CH:5]=[CH:6][CH:7]=[C:8]([OH:10])[CH:9]=1.Cl.[Cl-].[Na+]. (2) Given the product [C:1]([C:3]1[C:4](=[O:10])[NH:5][C:6](=[O:9])[N:7]([C:18]([NH:17][CH2:11][CH2:12][CH2:13][CH2:14][CH2:15][CH3:16])=[O:19])[CH:8]=1)#[N:2], predict the reactants needed to synthesize it. The reactants are: [C:1]([C:3]1[C:4](=[O:10])[NH:5][C:6](=[O:9])[NH:7][CH:8]=1)#[N:2].[CH2:11]([N:17]=[C:18]=[O:19])[CH2:12][CH2:13][CH2:14][CH2:15][CH3:16].O. (3) Given the product [Br:1][C:2]1[CH:3]=[C:4]([F:11])[C:5]([O:10][CH3:14])=[C:6]([CH:9]=1)[CH:7]=[O:8], predict the reactants needed to synthesize it. The reactants are: [Br:1][C:2]1[CH:3]=[C:4]([F:11])[C:5]([OH:10])=[C:6]([CH:9]=1)[CH:7]=[O:8].[H-].[Na+].[CH3:14]I. (4) Given the product [ClH:55].[Cl:55][C:56]1[CH:57]=[CH:58][C:59]([N:62]2[CH2:67][CH2:66][N:65]([CH2:10][C@@H:9]([OH:11])[CH2:12][O:7][C:1]3[CH:6]=[CH:5][CH:4]=[C:3]([C:26]4[C:25]5[S:19][CH:22]=[CH:23][C:24]=5[O:30][N:28]=4)[CH:2]=3)[CH2:64][CH2:63]2)=[CH:60][CH:61]=1, predict the reactants needed to synthesize it. The reactants are: [C:1]1([OH:7])[CH:6]=[CH:5][CH:4]=[CH:3][CH:2]=1.C[C:9]([CH3:12])([O-:11])[CH3:10].[K+].C1O[C@H]1CO[S:19]([C:22]1C=[C:26]([N+:28]([O-:30])=O)[CH:25]=[CH:24][CH:23]=1)(=O)=O.C([O-])=O.[NH4+].C(#N)C.[N+](C1C=CC=CC=1S(OCC1OC1)(=O)=O)([O-])=O.[Cl:55][C:56]1[CH:61]=[CH:60][C:59]([N:62]2[CH2:67][CH2:66][NH:65][CH2:64][CH2:63]2)=[CH:58][CH:57]=1. (5) Given the product [C:34]([O:33][C:31]([N:25]1[CH2:30][CH2:29][N:28]([C:2]2[C:3]([NH:19][CH2:20][C:21]([CH3:24])([CH3:23])[CH3:22])=[N:4][C:5]([C:8]3[N:12]4[CH:13]=[C:14]([C:17]#[N:18])[CH:15]=[CH:16][C:11]4=[N:10][CH:9]=3)=[N:6][CH:7]=2)[CH2:27][CH2:26]1)=[O:32])([CH3:37])([CH3:35])[CH3:36], predict the reactants needed to synthesize it. The reactants are: Br[C:2]1[C:3]([NH:19][CH2:20][C:21]([CH3:24])([CH3:23])[CH3:22])=[N:4][C:5]([C:8]2[N:12]3[CH:13]=[C:14]([C:17]#[N:18])[CH:15]=[CH:16][C:11]3=[N:10][CH:9]=2)=[N:6][CH:7]=1.[N:25]1([C:31]([O:33][C:34]([CH3:37])([CH3:36])[CH3:35])=[O:32])[CH2:30][CH2:29][NH:28][CH2:27][CH2:26]1.CC(C)([O-])C.[Na+].C1(C2C=CC=CC=2)C=CC=CC=1P(C(C)(C)C)C(C)(C)C. (6) The reactants are: Cl.[CH3:2][O:3][C:4](=[O:18])[C@H:5]([CH2:7][C:8]1[CH:13]=[CH:12][C:11]([OH:14])=[C:10]([C:15](=[O:17])[CH3:16])[CH:9]=1)[NH2:6].[C:19]([O:23][C:24](O[C:24]([O:23][C:19]([CH3:22])([CH3:21])[CH3:20])=[O:25])=[O:25])([CH3:22])([CH3:21])[CH3:20].CCN(C(C)C)C(C)C.OS([O-])(=O)=O.[K+]. Given the product [CH3:2][O:3][C:4](=[O:18])[C@@H:5]([NH:6][C:24]([O:23][C:19]([CH3:22])([CH3:21])[CH3:20])=[O:25])[CH2:7][C:8]1[CH:13]=[CH:12][C:11]([OH:14])=[C:10]([C:15](=[O:17])[CH3:16])[CH:9]=1, predict the reactants needed to synthesize it. (7) Given the product [CH3:13][C:12]([CH3:15])([CH3:14])[C:11]([NH:10][C:3]1[C:2](/[C:19](/[CH3:20])=[CH:18]/[C:17]([O:22][CH2:23][CH3:24])=[O:21])=[CH:7][CH:6]=[C:5]([O:8][CH3:9])[N:4]=1)=[O:16], predict the reactants needed to synthesize it. The reactants are: Br[C:2]1[C:3]([NH:10][C:11](=[O:16])[C:12]([CH3:15])([CH3:14])[CH3:13])=[N:4][C:5]([O:8][CH3:9])=[CH:6][CH:7]=1.[C:17]([O:22][CH2:23][CH3:24])(=[O:21])/[CH:18]=[CH:19]/[CH3:20].C1(N(C2CCCCC2)C)CCCCC1.